Dataset: Full USPTO retrosynthesis dataset with 1.9M reactions from patents (1976-2016). Task: Predict the reactants needed to synthesize the given product. Given the product [CH2:18]([O:11][C:5]1[CH:4]=[CH:3][C:2]([Br:1])=[CH:7][C:6]=1[C:8](=[O:10])[CH3:9])[C:19]1[CH:24]=[CH:23][CH:22]=[CH:21][CH:20]=1, predict the reactants needed to synthesize it. The reactants are: [Br:1][C:2]1[CH:3]=[CH:4][C:5]([OH:11])=[C:6]([C:8](=[O:10])[CH3:9])[CH:7]=1.C(=O)([O-])[O-].[Cs+].[Cs+].[CH2:18](Br)[C:19]1[CH:24]=[CH:23][CH:22]=[CH:21][CH:20]=1.